This data is from Peptide-MHC class I binding affinity with 185,985 pairs from IEDB/IMGT. The task is: Regression. Given a peptide amino acid sequence and an MHC pseudo amino acid sequence, predict their binding affinity value. This is MHC class I binding data. (1) The peptide sequence is FYPEKSTVI. The MHC is HLA-B15:09 with pseudo-sequence HLA-B15:09. The binding affinity (normalized) is 0.0847. (2) The peptide sequence is DEGFHAATV. The MHC is HLA-A02:16 with pseudo-sequence HLA-A02:16. The binding affinity (normalized) is 0.0847. (3) The peptide sequence is AKIEAPLLL. The MHC is BoLA-D18.4 with pseudo-sequence BoLA-D18.4. The binding affinity (normalized) is 0.532.